From a dataset of Peptide-MHC class I binding affinity with 185,985 pairs from IEDB/IMGT. Regression. Given a peptide amino acid sequence and an MHC pseudo amino acid sequence, predict their binding affinity value. This is MHC class I binding data. (1) The peptide sequence is LESQHIISF. The MHC is HLA-B15:03 with pseudo-sequence HLA-B15:03. The binding affinity (normalized) is 0.691. (2) The MHC is HLA-B57:01 with pseudo-sequence HLA-B57:01. The binding affinity (normalized) is 0.0847. The peptide sequence is QVFKGVVIR. (3) The peptide sequence is RRSRPSGDLR. The MHC is Mamu-B08 with pseudo-sequence Mamu-B08. The binding affinity (normalized) is 0.330. (4) The peptide sequence is ILGVFRRPF. The MHC is HLA-B57:01 with pseudo-sequence HLA-B57:01. The binding affinity (normalized) is 0.268. (5) The peptide sequence is FIAEIDHWI. The MHC is HLA-A03:01 with pseudo-sequence HLA-A03:01. The binding affinity (normalized) is 0. (6) The peptide sequence is AYQEIVKAL. The MHC is H-2-Dd with pseudo-sequence H-2-Dd. The binding affinity (normalized) is 0. (7) The peptide sequence is ESENISEPY. The binding affinity (normalized) is 0.0847. The MHC is HLA-A29:02 with pseudo-sequence HLA-A29:02. (8) The peptide sequence is GHLAASVTL. The MHC is HLA-A11:01 with pseudo-sequence HLA-A11:01. The binding affinity (normalized) is 0.0847. (9) The peptide sequence is LSSIKSKSRR. The MHC is HLA-A33:01 with pseudo-sequence HLA-A33:01. The binding affinity (normalized) is 0.103.